From a dataset of Full USPTO retrosynthesis dataset with 1.9M reactions from patents (1976-2016). Predict the reactants needed to synthesize the given product. (1) Given the product [CH2:13]([C:2]1[CH:3]=[C:4]2[C:8](=[CH:9][CH:10]=1)[NH:7][C:6]([CH:11]=[O:12])=[CH:5]2)[CH2:14][CH:15]([CH3:17])[CH3:16], predict the reactants needed to synthesize it. The reactants are: Br[C:2]1[CH:3]=[C:4]2[C:8](=[CH:9][CH:10]=1)[NH:7][C:6]([CH:11]=[O:12])=[CH:5]2.[CH2:13](B(O)O)[CH2:14][CH:15]([CH3:17])[CH3:16]. (2) Given the product [N:1]([C@:4]1([CH2:36][OH:37])[O:8][C@@:7]([CH3:17])([N:9]2[CH:16]=[CH:15][C:13](=[O:14])[NH:12][C:10]2=[O:11])[C@H:6]([OH:18])[C@@H:5]1[OH:27])=[N+:2]=[N-:3], predict the reactants needed to synthesize it. The reactants are: [N:1]([C@:4]1([CH2:36][O:37]C(=O)C2C=CC=CC=2)[O:8][C@@:7]([CH3:17])([N:9]2[CH:16]=[CH:15][C:13](=[O:14])[NH:12][C:10]2=[O:11])[C@:6](C(=O)C2C=CC=CC=2)([OH:18])[C@:5]1(C(=O)C1C=CC=CC=1)[OH:27])=[N+:2]=[N-:3]. (3) Given the product [Cl:17][C:18]1[C:26]([C:27]([F:29])([F:30])[F:28])=[CH:25][CH:24]=[CH:23][C:19]=1[C:20]([N:14]1[CH2:15][CH2:16][C:8]2[C:7]([C:1]3[CH:2]=[CH:3][CH:4]=[CH:5][CH:6]=3)=[N:12][CH:11]=[N:10][C:9]=2[CH2:13]1)=[O:21], predict the reactants needed to synthesize it. The reactants are: [C:1]1([C:7]2[C:8]3[CH2:16][CH2:15][NH:14][CH2:13][C:9]=3[N:10]=[CH:11][N:12]=2)[CH:6]=[CH:5][CH:4]=[CH:3][CH:2]=1.[Cl:17][C:18]1[C:26]([C:27]([F:30])([F:29])[F:28])=[CH:25][CH:24]=[CH:23][C:19]=1[C:20](O)=[O:21].CCN=C=NCCCN(C)C.C1C=CC2N(O)N=NC=2C=1. (4) Given the product [CH:31]([N:14]([CH2:13][C@H:11]1[C@H:10]([NH:34][S:42]([CH2:41][CH:38]2[CH2:39][CH2:40][O:35][CH2:36][CH2:37]2)(=[O:44])=[O:43])[CH2:9][NH:8][CH2:12]1)[C:15](=[O:30])[C:16]1[CH:21]=[CH:20][C:19]([O:22][CH3:23])=[C:18]([O:24][CH2:25][CH2:26][CH2:27][O:28][CH3:29])[CH:17]=1)([CH3:33])[CH3:32], predict the reactants needed to synthesize it. The reactants are: C(OC([N:8]1[CH2:12][C@@H:11]([CH2:13][N:14]([CH:31]([CH3:33])[CH3:32])[C:15](=[O:30])[C:16]2[CH:21]=[CH:20][C:19]([O:22][CH3:23])=[C:18]([O:24][CH2:25][CH2:26][CH2:27][O:28][CH3:29])[CH:17]=2)[C@H:10]([NH2:34])[CH2:9]1)=O)(C)(C)C.[O:35]1[CH2:40][CH2:39][CH:38]([CH2:41][S:42](Cl)(=[O:44])=[O:43])[CH2:37][CH2:36]1.CC#N.O.CC#N. (5) Given the product [CH:22]1([N:25]2[CH2:10][CH2:9][N:8]([C:16](=[O:21])[C:17]([F:20])([F:19])[F:18])[CH2:7][CH2:6]2)[CH2:24][CH2:23]1, predict the reactants needed to synthesize it. The reactants are: CS(O[CH2:6][CH2:7][N:8]([C:16](=[O:21])[C:17]([F:20])([F:19])[F:18])[CH2:9][CH2:10]OS(C)(=O)=O)(=O)=O.[CH:22]1([NH2:25])[CH2:24][CH2:23]1. (6) Given the product [CH3:19][O:18][CH2:17][O:16][CH2:15][CH2:14][CH2:13][C:11]1[C:10]([CH:20]([CH3:22])[CH3:21])=[N:9][NH:8][CH:12]=1, predict the reactants needed to synthesize it. The reactants are: C([N:8]1[CH:12]=[C:11]([CH2:13][CH2:14][CH2:15][O:16][CH2:17][O:18][CH3:19])[C:10]([CH:20]([CH3:22])[CH3:21])=[N:9]1)C1C=CC=CC=1.